This data is from Reaction yield outcomes from USPTO patents with 853,638 reactions. The task is: Predict the reaction yield, written as a fraction of the theoretical maximum amount of product (1.0 means a 100% yield; for example, 0.34 means a 34% yield). (1) The reactants are [CH2:1]([N:3]1[C:11]2[C:10](=[O:12])[NH:9][C:8]([C:13]3[CH:18]=[C:17]([S:19]([N:22]4[CH2:27][CH2:26][N:25]([CH2:28][CH2:29][OH:30])[CH2:24][CH2:23]4)(=[O:21])=[O:20])[CH:16]=[CH:15][C:14]=3[O:31][CH2:32][CH2:33][CH3:34])=[N:7][C:6]=2[C:5]([CH2:35][CH2:36][CH3:37])=[CH:4]1)[CH3:2].[C:38](O[C:38](=[O:42])[CH2:39][CH2:40][CH3:41])(=[O:42])[CH2:39][CH2:40][CH3:41].C(OC(=O)C)(=O)C. No catalyst specified. The product is [C:38]([O:30][CH2:29][CH2:28][N:25]1[CH2:24][CH2:23][N:22]([S:19]([C:17]2[CH:16]=[CH:15][C:14]([O:31][CH2:32][CH2:33][CH3:34])=[C:13]([C:8]3[NH:9][C:10](=[O:12])[C:11]4[N:3]([CH2:1][CH3:2])[CH:4]=[C:5]([CH2:35][CH2:36][CH3:37])[C:6]=4[N:7]=3)[CH:18]=2)(=[O:20])=[O:21])[CH2:27][CH2:26]1)(=[O:42])[CH2:39][CH2:40][CH3:41]. The yield is 0.910. (2) The reactants are C[Si]([N-][Si](C)(C)C)(C)C.[Li+].C(OC(O[CH:17]1[CH2:29][CH2:28][C:27]([O:31][CH:32]([O:34][CH2:35][CH3:36])[CH3:33])([CH3:30])[CH:26]([OH:37])[CH:25]=[CH:24][CH:23]([CH3:38])[CH:22](/[C:39](/[CH3:60])=[CH:40]/[CH:41]=[CH:42]/[CH:43]([CH3:59])[CH2:44][CH:45]2[O:58][CH:46]2[CH:47]([CH3:57])[CH:48]([O:51][CH:52]([O:54][CH2:55][CH3:56])[CH3:53])[CH2:49][CH3:50])[O:21][C:19](=[O:20])[CH2:18]1)C)C.Cl.C(Cl)(=O)C1C=CC=NC=1.C(OCC)(=O)C. The catalyst is O1CCCC1.O1CC(CCN)C(CCN)C1CCN.O. The product is [CH2:35]([O:34][CH:32]([O:31][C:27]1([CH3:30])[CH:26]([OH:37])[CH:25]=[CH:24][CH:23]([CH3:38])[CH:22](/[C:39](/[CH3:60])=[CH:40]/[CH:41]=[CH:42]/[CH:43]([CH3:59])[CH2:44][CH:45]2[O:58][CH:46]2[CH:47]([CH3:57])[CH:48]([O:51][CH:52]([O:54][CH2:55][CH3:56])[CH3:53])[CH2:49][CH3:50])[O:21][C:19](=[O:20])[CH:18]=[CH:17][CH2:29][CH2:28]1)[CH3:33])[CH3:36]. The yield is 0.670. (3) The reactants are [Cl:1][C:2]1[CH:12]=[CH:11][CH:10]=[CH:9][C:3]=1[C:4]([CH2:6][C:7]#[N:8])=[O:5].[C:13]1([N:19](C2C=CC=CC=2)[CH:20]=N)[CH:18]=[CH:17][CH:16]=[CH:15][CH:14]=1. The catalyst is C1(C)C=CC=CC=1. The product is [Cl:1][C:2]1[CH:12]=[CH:11][CH:10]=[CH:9][C:3]=1[C:4]([C:6](=[CH:20][NH:19][C:13]1[CH:18]=[CH:17][CH:16]=[CH:15][CH:14]=1)[C:7]#[N:8])=[O:5]. The yield is 0.520. (4) The reactants are C(OC([N:8]1[CH2:13][CH2:12][N:11]([C:14](=[O:22])[C:15]2[CH:20]=[CH:19][C:18]([Cl:21])=[CH:17][CH:16]=2)[CH2:10][CH2:9]1)=O)(C)(C)C.O1CCOCC1. The catalyst is C(Cl)Cl. The product is [Cl:21][C:18]1[CH:17]=[CH:16][C:15]([C:14]([N:11]2[CH2:10][CH2:9][NH:8][CH2:13][CH2:12]2)=[O:22])=[CH:20][CH:19]=1. The yield is 0.990. (5) The reactants are [C:1](#[N:9])[CH2:2][CH2:3][CH2:4][CH2:5][CH2:6][CH2:7][CH3:8].[NH2:10][OH:11].O. The catalyst is CCO. The product is [OH:11][N:10]=[C:1]([NH2:9])[CH2:2][CH2:3][CH2:4][CH2:5][CH2:6][CH2:7][CH3:8]. The yield is 0.746. (6) The reactants are [N+:1]([C:4]1[CH:19]=[C:7]2[CH2:8][N:9]([C:12]([O:14][C:15]([CH3:18])([CH3:17])[CH3:16])=[O:13])[CH2:10][CH2:11][N:6]2[N:5]=1)([O-])=O. The catalyst is [Pd].CO. The product is [NH2:1][C:4]1[CH:19]=[C:7]2[CH2:8][N:9]([C:12]([O:14][C:15]([CH3:17])([CH3:16])[CH3:18])=[O:13])[CH2:10][CH2:11][N:6]2[N:5]=1. The yield is 0.790.